From a dataset of Reaction yield outcomes from USPTO patents with 853,638 reactions. Predict the reaction yield, written as a fraction of the theoretical maximum amount of product (1.0 means a 100% yield; for example, 0.34 means a 34% yield). (1) The reactants are [CH3:1][C:2]([CH3:7])([CH3:6])[CH2:3][CH2:4][NH2:5].CC(C[AlH]CC(C)C)C.[C:17]([C:19]1[CH:24]=[CH:23][C:22]([CH2:25][C:26](OC)=[O:27])=[CH:21][CH:20]=1)#[N:18]. The catalyst is C1COCC1.CCOC(C)=O. The product is [CH3:1][C:2]([CH3:7])([CH3:6])[CH2:3][CH2:4][NH:5][C:26]([CH2:25][C:22]1[CH:23]=[CH:24][C:19]([C:17]#[N:18])=[CH:20][CH:21]=1)=[O:27]. The yield is 0.600. (2) The reactants are C([O:3][CH:4](OCC)[C:5]1[N:10]=[C:9]([C:11]2[CH:12]=[N:13][C:14]([C:17]([F:20])([F:19])[F:18])=[CH:15][CH:16]=2)[C:8]([F:21])=[C:7]([NH:22]C(C2C=CC=CC=2)(C2C=CC=CC=2)C2C=CC=CC=2)[CH:6]=1)C.OS(O)(=O)=O.CC#N. The catalyst is O. The product is [NH2:22][C:7]1[CH:6]=[C:5]([CH:4]=[O:3])[N:10]=[C:9]([C:11]2[CH:12]=[N:13][C:14]([C:17]([F:19])([F:20])[F:18])=[CH:15][CH:16]=2)[C:8]=1[F:21]. The yield is 0.430. (3) The reactants are [CH2:1]1[O:13][C:12]2[CH:11]=[C:10]3[C:5]([C:6]([N:14]([CH2:24][CH2:25][N:26]([CH3:28])[CH3:27])[C:15](=[O:23])[C:16]4[CH:21]=[CH:20][CH:19]=[CH:18][C:17]=4I)=[CH:7][CH:8]=[N:9]3)=[CH:4][C:3]=2[O:2]1.C(Cl)(=O)C(Cl)=O.IC1C=CC=CC=1C(O)=O.C1OC2C=C3C(C(NCCN(C)C)=CC=N3)=CC=2O1.C(N(CC)CC)C. The catalyst is C(Cl)Cl.C(Cl)(Cl)Cl. The product is [CH2:1]1[O:2][C:3]2=[CH:4][C:5]3[C:10]([CH:11]=[C:12]2[O:13]1)=[N:9][CH:8]=[C:7]1[C:6]=3[N:14]([CH2:24][CH2:25][N:26]([CH3:28])[CH3:27])[C:15](=[O:23])[C:16]2[CH:21]=[CH:20][CH:19]=[CH:18][C:17]1=2. The yield is 0.840. (4) The reactants are [CH3:1][O:2][C:3]1[C:4]([CH3:12])=[N+:5]([O-])[CH:6]=[CH:7][C:8]=1[O:9][CH3:10].C(OC(=O)C)(=[O:15])C. No catalyst specified. The product is [OH:15][CH2:12][C:4]1[C:3]([O:2][CH3:1])=[C:8]([O:9][CH3:10])[CH:7]=[CH:6][N:5]=1. The yield is 0.760. (5) The reactants are [Br:1][C:2]1[C:3]([N:12]2[CH2:17][CH2:16][N:15]([CH2:18][C:19]3[N:20]=[CH:21][S:22][CH:23]=3)[CH2:14][CH2:13]2)=[C:4]([N+:9]([O-])=O)[C:5]([NH2:8])=[N:6][CH:7]=1.CCO.[CH:27](=O)[C:28]1[CH:33]=[CH:32][C:31]([O:34][CH3:35])=[CH:30][CH:29]=1.[O-]S(S([O-])=O)=O.[Na+].[Na+]. The catalyst is C(Cl)Cl.N.CN(C=O)C. The product is [Br:1][C:2]1[C:3]([N:12]2[CH2:17][CH2:16][N:15]([CH2:18][C:19]3[N:20]=[CH:21][S:22][CH:23]=3)[CH2:14][CH2:13]2)=[C:4]2[N:9]=[C:27]([C:28]3[CH:33]=[CH:32][C:31]([O:34][CH3:35])=[CH:30][CH:29]=3)[NH:8][C:5]2=[N:6][CH:7]=1. The yield is 0.490.